The task is: Predict the product of the given reaction.. This data is from Forward reaction prediction with 1.9M reactions from USPTO patents (1976-2016). (1) Given the reactants [CH2:1]([O:8][C:9]1[CH:14]=[CH:13][C:12]([CH3:15])=[C:11](I)[CH:10]=1)[C:2]1[CH:7]=[CH:6][CH:5]=[CH:4][CH:3]=1.[B:17](OC(C)C)([O:22][CH:23](C)C)[O:18][CH:19](C)C.C([Li])[CH2:31][CH2:32][CH3:33].CC(CO)(CO)C, predict the reaction product. The product is: [CH2:1]([O:8][C:9]1[CH:14]=[CH:13][C:12]([CH3:15])=[C:11]([B:17]2[O:22][CH2:23][C:32]([CH3:31])([CH3:33])[CH2:19][O:18]2)[CH:10]=1)[C:2]1[CH:7]=[CH:6][CH:5]=[CH:4][CH:3]=1. (2) Given the reactants [Br:1][C:2]1[CH:10]=[CH:9][C:5]([C:6]([OH:8])=[O:7])=[CH:4][C:3]=1[F:11].[CH3:12][Si](C=[N+]=[N-])(C)C, predict the reaction product. The product is: [Br:1][C:2]1[CH:10]=[CH:9][C:5]([C:6]([O:8][CH3:12])=[O:7])=[CH:4][C:3]=1[F:11]. (3) The product is: [ClH:45].[O:38]1[C:37]2[CH:42]=[CH:43][C:34]([CH2:33][NH:7][CH:8]3[CH2:13][CH2:12][N:11]([CH2:14][CH2:15][N:16]4[C:25]5[C:20](=[C:21]([C:28](=[O:31])[CH2:29][CH3:30])[CH:22]=[C:23]([O:26][CH3:27])[CH:24]=5)[CH:19]=[CH:18][C:17]4=[O:32])[CH2:10][CH2:9]3)=[CH:35][C:36]=2[O:41][CH2:40][CH2:39]1. Given the reactants C(OC(=O)[N:7]([CH2:33][C:34]1[CH:43]=[CH:42][C:37]2[O:38][CH2:39][CH2:40][O:41][C:36]=2[CH:35]=1)[CH:8]1[CH2:13][CH2:12][N:11]([CH2:14][CH2:15][N:16]2[C:25]3[C:20](=[C:21]([C:28](=[O:31])[CH2:29][CH3:30])[CH:22]=[C:23]([O:26][CH3:27])[CH:24]=3)[CH:19]=[CH:18][C:17]2=[O:32])[CH2:10][CH2:9]1)(C)(C)C.[ClH:45].C(OCC)(=O)C, predict the reaction product. (4) Given the reactants C(N(CC)C(C)C)(C)C.[Cl:10][C:11]1[CH:12]=[C:13]([N:18]2[C:22]([C:23]3[CH:24]=[N:25][CH:26]=[C:27]([F:29])[CH:28]=3)=[CH:21][C:20]([C:30]([OH:32])=O)=[N:19]2)[CH:14]=[CH:15][C:16]=1[F:17].Cl.[NH:34]1[CH:38]=[CH:37][NH:36][C:35]1=O.C1CN([P+]([O:56]N2N=NC3C=CC=CC2=3)(N2CCCC2)N2CCCC2)CC1.F[P-](F)(F)(F)(F)F, predict the reaction product. The product is: [Cl:10][C:11]1[CH:12]=[C:13]([N:18]2[C:22]([C:23]3[CH:24]=[N:25][CH:26]=[C:27]([F:29])[CH:28]=3)=[CH:21][C:20]([C:30]([N:34]3[CH2:38][C:37](=[O:56])[NH:36][CH2:35]3)=[O:32])=[N:19]2)[CH:14]=[CH:15][C:16]=1[F:17].